This data is from Forward reaction prediction with 1.9M reactions from USPTO patents (1976-2016). The task is: Predict the product of the given reaction. (1) Given the reactants [C:1]([CH:5]1[CH2:9][CH2:8][N:7]([C:10]2[N:15]=[C:14]([NH:16][C:17]3[C:18]4[N:19]([CH:33]=[CH:34][N:35]=4)[N:20]=[C:21]([C:23]4[CH:24]=[C:25]([CH:30]=[CH:31][CH:32]=4)[C:26]([O:28]C)=[O:27])[CH:22]=3)[CH:13]=[CH:12][CH:11]=2)[CH2:6]1)([CH3:4])([CH3:3])[CH3:2].[OH-].[Na+], predict the reaction product. The product is: [C:1]([CH:5]1[CH2:9][CH2:8][N:7]([C:10]2[N:15]=[C:14]([NH:16][C:17]3[C:18]4[N:19]([CH:33]=[CH:34][N:35]=4)[N:20]=[C:21]([C:23]4[CH:24]=[C:25]([CH:30]=[CH:31][CH:32]=4)[C:26]([OH:28])=[O:27])[CH:22]=3)[CH:13]=[CH:12][CH:11]=2)[CH2:6]1)([CH3:4])([CH3:2])[CH3:3]. (2) Given the reactants [NH2:1][C:2]1[CH:3]=[C:4]([C@@H:8]([NH:15][C:16]([O:18][CH2:19][C:20]2[CH:25]=[CH:24][CH:23]=[CH:22][CH:21]=2)=[O:17])[CH2:9][C:10]([O:12][CH2:13][CH3:14])=[O:11])[CH:5]=[CH:6][CH:7]=1.C(OC(N[C@@H](C1C=CC=C([N+]([O-])=O)C=1)CC(OCC)=O)=O)C1C=CC=CC=1, predict the reaction product. The product is: [NH2:1][C:2]1[CH:3]=[C:4]([C@H:8]([NH:15][C:16]([O:18][CH2:19][C:20]2[CH:21]=[CH:22][CH:23]=[CH:24][CH:25]=2)=[O:17])[CH2:9][C:10]([O:12][CH2:13][CH3:14])=[O:11])[CH:5]=[CH:6][CH:7]=1. (3) The product is: [CH:1]1(/[C:5](/[C:38]2[CH:39]=[N:40][C:41]([O:45][CH3:46])=[CH:42][C:43]=2[CH3:44])=[C:6](/[C:23]2[CH:24]=[CH:25][C:26](/[CH:29]=[CH:30]/[C:31]([OH:33])=[O:32])=[CH:27][CH:28]=2)\[C:7]2[CH:8]=[C:9]3[C:13](=[CH:14][CH:15]=2)[NH:12][N:11]=[C:10]3[F:22])[CH2:4][CH2:3][CH2:2]1. Given the reactants [CH:1]1(/[C:5](/[C:38]2[CH:39]=[N:40][C:41]([O:45][CH3:46])=[CH:42][C:43]=2[CH3:44])=[C:6](/[C:23]2[CH:28]=[CH:27][C:26](/[CH:29]=[CH:30]/[C:31]([O:33]C(C)(C)C)=[O:32])=[CH:25][CH:24]=2)\[C:7]2[CH:8]=[C:9]3[C:13](=[CH:14][CH:15]=2)[N:12](C2CCCCO2)[N:11]=[C:10]3[F:22])[CH2:4][CH2:3][CH2:2]1.C(O)(C(F)(F)F)=O.C(Cl)Cl, predict the reaction product. (4) Given the reactants N1C=CC=C(CCN)C=1.C(I)CCCC.[N:16]1[CH:21]=[CH:20][CH:19]=[C:18]([CH2:22][CH2:23][NH:24][CH2:25][CH2:26][CH2:27][CH2:28][CH3:29])[CH:17]=1.Cl[C:31]([O:33][CH3:34])=[O:32], predict the reaction product. The product is: [CH2:25]([N:24]([CH2:23][CH2:22][C:18]1[CH:17]=[N:16][CH:21]=[CH:20][CH:19]=1)[C:31](=[O:32])[O:33][CH3:34])[CH2:26][CH2:27][CH2:28][CH3:29].